From a dataset of Reaction yield outcomes from USPTO patents with 853,638 reactions. Predict the reaction yield, written as a fraction of the theoretical maximum amount of product (1.0 means a 100% yield; for example, 0.34 means a 34% yield). (1) The reactants are [OH:1][CH:2]([CH2:8][CH2:9][CH2:10][CH3:11])[C:3](OCC)=[O:4].C[O-].[Na+].CO.[CH3:17][NH:18][CH3:19].P(=O)(O)(O)O. No catalyst specified. The product is [OH:1][CH:2]([CH2:8][CH2:9][CH2:10][CH3:11])[C:3]([N:18]([CH3:19])[CH3:17])=[O:4]. The yield is 0.810. (2) The reactants are [C:1]([C:5]1[CH:10]=[CH:9][C:8]([N:11]2[C:15]([OH:16])=[CH:14][C:13]([CH3:17])=[N:12]2)=[CH:7][CH:6]=1)([CH3:4])([CH3:3])[CH3:2].P(Cl)(Cl)(Cl)=O.CN(C)[CH:25]=[O:26]. No catalyst specified. The product is [C:1]([C:5]1[CH:6]=[CH:7][C:8]([N:11]2[C:15]([OH:16])=[C:14]([CH:25]=[O:26])[C:13]([CH3:17])=[N:12]2)=[CH:9][CH:10]=1)([CH3:4])([CH3:3])[CH3:2]. The yield is 0.700.